This data is from Forward reaction prediction with 1.9M reactions from USPTO patents (1976-2016). The task is: Predict the product of the given reaction. Given the reactants C([Li])CCC.Br[C:7]1[CH:11]=[CH:10][S:9][C:8]=1Br.[CH3:13][Sn:14](Cl)([CH3:16])[CH3:15], predict the reaction product. The product is: [CH3:13][Sn:14]([CH3:16])([CH3:15])[C:8]1[S:9][C:10]([Sn:14]([CH3:16])([CH3:15])[CH3:13])=[CH:11][CH:7]=1.